Task: Regression. Given a peptide amino acid sequence and an MHC pseudo amino acid sequence, predict their binding affinity value. This is MHC class II binding data.. Dataset: Peptide-MHC class II binding affinity with 134,281 pairs from IEDB (1) The peptide sequence is LWWSTMYLTHHYFVDL. The MHC is DRB1_1501 with pseudo-sequence DRB1_1501. The binding affinity (normalized) is 0. (2) The peptide sequence is VERLKRMAISGDDCVVK. The MHC is DRB1_0101 with pseudo-sequence DRB1_0101. The binding affinity (normalized) is 0.427.